Dataset: Reaction yield outcomes from USPTO patents with 853,638 reactions. Task: Predict the reaction yield, written as a fraction of the theoretical maximum amount of product (1.0 means a 100% yield; for example, 0.34 means a 34% yield). (1) The reactants are Br[C:2]1[CH:7]=[CH:6][C:5]([Cl:8])=[C:4]([C:9]([F:12])([F:11])[F:10])[CH:3]=1.C(=O)([O-])[O-].[K+].[K+].[F:19][C:20]1[CH:32]=[C:31](B2OC(C)(C)C(C)(C)O2)[C:30]([CH3:42])=[CH:29][C:21]=1[C:22]([NH:24][S:25]([CH3:28])(=[O:27])=[O:26])=[O:23]. The catalyst is C1C=CC([P]([Pd]([P](C2C=CC=CC=2)(C2C=CC=CC=2)C2C=CC=CC=2)([P](C2C=CC=CC=2)(C2C=CC=CC=2)C2C=CC=CC=2)[P](C2C=CC=CC=2)(C2C=CC=CC=2)C2C=CC=CC=2)(C2C=CC=CC=2)C2C=CC=CC=2)=CC=1. The product is [Cl:8][C:5]1[CH:6]=[CH:7][C:2]([C:31]2[CH:32]=[C:20]([F:19])[C:21]([C:22]([NH:24][S:25]([CH3:28])(=[O:26])=[O:27])=[O:23])=[CH:29][C:30]=2[CH3:42])=[CH:3][C:4]=1[C:9]([F:12])([F:11])[F:10]. The yield is 0.250. (2) The reactants are CC(C)([O-])C.[Na+].Br[C:8]1[CH:15]=[CH:14][C:11]([C:12]#[N:13])=[CH:10][CH:9]=1.C([NH2:23])C1C=CC=CC=1.[C:24]1([CH3:30])[CH:29]=[CH:28][CH:27]=[CH:26][CH:25]=1. The catalyst is C1C=CC(/C=C/C(/C=C/C2C=CC=CC=2)=O)=CC=1.C1C=CC(/C=C/C(/C=C/C2C=CC=CC=2)=O)=CC=1.C1C=CC(/C=C/C(/C=C/C2C=CC=CC=2)=O)=CC=1.[Pd].[Pd].C1(P(C2C=CC=CC=2)C2(P(C3C=CC=CC=3)C3C=CC=CC=3)CC=C3C(C=CC=C3)=C2C2C3C(=CC=CC=3)C=CC=2)C=CC=CC=1. The product is [CH2:30]([C:8]1[CH:15]=[CH:14][C:11]([C:12]#[N:13])=[C:10]([NH2:23])[CH:9]=1)[C:24]1[CH:29]=[CH:28][CH:27]=[CH:26][CH:25]=1. The yield is 0.960. (3) The reactants are C[O:2][C:3](=[O:43])[CH2:4][O:5][C:6]1[CH:11]=[CH:10][C:9]([CH2:12][NH:13][C:14]([O:16][C:17]([CH3:20])([CH3:19])[CH3:18])=[O:15])=[CH:8][C:7]=1[CH:21]1[CH2:26][CH2:25][N:24]([C:27]([C:29]2[C:37]3[C:32](=[C:33]([CH3:38])[CH:34]=[CH:35][CH:36]=3)[N:31]([CH2:39][CH2:40][O:41][CH3:42])[CH:30]=2)=[O:28])[CH2:23][CH2:22]1. The catalyst is CO.[OH-].[Na+]. The product is [C:17]([O:16][C:14]([NH:13][CH2:12][C:9]1[CH:10]=[CH:11][C:6]([O:5][CH2:4][C:3]([OH:43])=[O:2])=[C:7]([CH:21]2[CH2:26][CH2:25][N:24]([C:27]([C:29]3[C:37]4[C:32](=[C:33]([CH3:38])[CH:34]=[CH:35][CH:36]=4)[N:31]([CH2:39][CH2:40][O:41][CH3:42])[CH:30]=3)=[O:28])[CH2:23][CH2:22]2)[CH:8]=1)=[O:15])([CH3:20])([CH3:19])[CH3:18]. The yield is 1.00. (4) The yield is 0.170. The product is [CH2:37]([O:36][C:33]1[CH:32]=[CH:31][C:30]([C:28]([C:27]2[CH:8]([C:7]3[CH:10]=[CH:11][C:4]([O:3][C:2]([F:13])([F:12])[F:1])=[CH:5][CH:6]=3)[N:14]([C:15]3[N:16]=[N:17][C:18]([CH3:21])=[CH:19][CH:20]=3)[C:25](=[O:24])[C:26]=2[OH:39])=[O:29])=[CH:35][CH:34]=1)[CH3:38]. The reactants are [F:1][C:2]([F:13])([F:12])[O:3][C:4]1[CH:11]=[CH:10][C:7]([CH:8]=O)=[CH:6][CH:5]=1.[NH2:14][C:15]1[N:16]=[N:17][C:18]([CH3:21])=[CH:19][CH:20]=1.C([O:24][C:25](=O)[C:26]([OH:39])=[CH:27][C:28]([C:30]1[CH:35]=[CH:34][C:33]([O:36][CH2:37][CH3:38])=[CH:32][CH:31]=1)=[O:29])C. No catalyst specified. (5) The reactants are [CH:1]1[C:14]2[NH:13][C:12]3[C:7](=[CH:8][CH:9]=[CH:10][CH:11]=3)[S:6][C:5]=2[C:4]([OH:15])=[CH:3][CH:2]=1.[C:16](O[C:16]([O:18][C:19]([CH3:22])([CH3:21])[CH3:20])=[O:17])([O:18][C:19]([CH3:22])([CH3:21])[CH3:20])=[O:17].[OH-].[Na+].Cl. The catalyst is N1C=CC=CC=1.CO.O. The product is [C:19]([O:18][C:16]([N:13]1[C:14]2[CH:1]=[CH:2][CH:3]=[C:4]([OH:15])[C:5]=2[S:6][C:7]2[C:12]1=[CH:11][CH:10]=[CH:9][CH:8]=2)=[O:17])([CH3:22])([CH3:21])[CH3:20]. The yield is 1.00. (6) The reactants are [CH3:1][C:2]1[CH:3]=[CH:4][CH:5]=[C:6]2[C:11]=1[NH:10][C:9](=O)[CH:8]=[CH:7]2.P(Cl)(Cl)([Cl:15])=O. No catalyst specified. The product is [Cl:15][C:9]1[CH:8]=[CH:7][C:6]2[C:11](=[C:2]([CH3:1])[CH:3]=[CH:4][CH:5]=2)[N:10]=1. The yield is 0.630.